This data is from Forward reaction prediction with 1.9M reactions from USPTO patents (1976-2016). The task is: Predict the product of the given reaction. (1) Given the reactants [C:1]([O:9][CH2:10][CH2:11][O:12][CH2:13][CH2:14]O)(=[O:8])[C:2]1[CH:7]=[CH:6][CH:5]=[CH:4][CH:3]=1.[I:16]N1C(=O)CCC1=O.C1(P(C2C=CC=CC=2)C2C=CC=CC=2)C=CC=CC=1.C(=O)([O-])O.[Na+], predict the reaction product. The product is: [C:1]([O:9][CH2:10][CH2:11][O:12][CH2:13][CH2:14][I:16])(=[O:8])[C:2]1[CH:7]=[CH:6][CH:5]=[CH:4][CH:3]=1. (2) Given the reactants [CH3:1][C:2]1[C:3]([C:8](=[O:10])[CH3:9])=[N:4][CH:5]=[CH:6][CH:7]=1.[C:11]([Mg]Br)#[CH:12], predict the reaction product. The product is: [CH3:1][C:2]1[C:3]([C:8]([OH:10])([C:11]#[CH:12])[CH3:9])=[N:4][CH:5]=[CH:6][CH:7]=1. (3) Given the reactants [CH2:1]([O:3][C:4]([C:6]1[C:7](=[O:29])[C:8]2[CH:13]=[N:12][C:11](S(C)(=O)=O)=[N:10][C:9]=2[N:18]([C:20]2[CH:21]=[C:22]3[C:26](=[CH:27][CH:28]=2)[CH2:25][CH2:24][CH2:23]3)[CH:19]=1)=[O:5])[CH3:2].[CH3:30][N:31]1[CH2:36][CH2:35][N:34]([CH2:37][C:38]2[CH:43]=[CH:42][C:41]([NH2:44])=[CH:40][CH:39]=2)[CH2:33][CH2:32]1, predict the reaction product. The product is: [CH2:1]([O:3][C:4]([C:6]1[C:7](=[O:29])[C:8]2[CH:13]=[N:12][C:11]([NH:44][C:41]3[CH:40]=[CH:39][C:38]([CH2:37][N:34]4[CH2:33][CH2:32][N:31]([CH3:30])[CH2:36][CH2:35]4)=[CH:43][CH:42]=3)=[N:10][C:9]=2[N:18]([C:20]2[CH:21]=[C:22]3[C:26](=[CH:27][CH:28]=2)[CH2:25][CH2:24][CH2:23]3)[CH:19]=1)=[O:5])[CH3:2]. (4) Given the reactants F[C:2]1[CH:7]=[CH:6][C:5]([N+:8]([O-:10])=[O:9])=[CH:4][C:3]=1[CH3:11].[OH:12][CH:13]([CH2:16][OH:17])[CH2:14][NH2:15].C([O-])([O-])=O.[K+].[K+], predict the reaction product. The product is: [N+:8]([C:5]1[CH:6]=[CH:7][C:2]([NH:15][CH2:14][CH:13]([OH:12])[CH2:16][OH:17])=[C:3]([CH3:11])[CH:4]=1)([O-:10])=[O:9]. (5) Given the reactants [Cl:1][C:2]1[N:7]=[CH:6][C:5]([N:8]2[CH2:13][CH2:12][CH:11]([NH:14]C(=O)OC(C)(C)C)[CH2:10][CH2:9]2)=[CH:4][CH:3]=1.C1COCC1.CO, predict the reaction product. The product is: [ClH:1].[ClH:1].[Cl:1][C:2]1[N:7]=[CH:6][C:5]([N:8]2[CH2:13][CH2:12][CH:11]([NH2:14])[CH2:10][CH2:9]2)=[CH:4][CH:3]=1. (6) The product is: [Cl:28][C:25]1[CH:24]=[CH:23][C:22]([C:19](=[CH:20][OH:21])[C:18]([NH:17][CH2:16][CH2:15][C:12]2[CH:13]=[CH:14][C:9]([OH:8])=[C:10]([O:30][CH3:31])[CH:11]=2)=[O:29])=[CH:27][CH:26]=1. Given the reactants C([O:8][C:9]1[CH:14]=[CH:13][C:12]([CH2:15][CH2:16][NH:17][C:18](=[O:29])[C:19]([C:22]2[CH:27]=[CH:26][C:25]([Cl:28])=[CH:24][CH:23]=2)=[CH:20][OH:21])=[CH:11][C:10]=1[O:30][CH3:31])C1C=CC=CC=1.Br.C(O)(=O)C, predict the reaction product. (7) Given the reactants [CH3:1][C:2]1[C:7]([N+:8]([O-])=O)=[CH:6][CH:5]=[CH:4][C:3]=1[CH2:11]C#N.N[C:15]1[C:16]([CH3:24])=[C:17](CC#N)C=CC=1.CC[O:27]C(C)=O.CCO, predict the reaction product. The product is: [CH2:15]([O:27][CH2:11][C:3]1[C:2]([CH3:1])=[C:7]([CH:6]=[CH:5][CH:4]=1)[NH2:8])[CH:16]([CH3:24])[CH3:17].